From a dataset of Catalyst prediction with 721,799 reactions and 888 catalyst types from USPTO. Predict which catalyst facilitates the given reaction. (1) Reactant: [Cl:1][C:2]1[CH:3]=[CH:4][C:5]2[N:11]([CH2:12][C:13]3[CH:18]=[CH:17][C:16]([O:19][CH3:20])=[CH:15][C:14]=3[O:21][CH3:22])[C:10](=O)[C@@H:9]([CH2:24][C:25]([O:27][CH2:28][CH3:29])=[O:26])[O:8][C@H:7]([C:30]3[CH:35]=[CH:34][CH:33]=[C:32]([O:36][CH3:37])[C:31]=3[Cl:38])[C:6]=2[CH:39]=1.COC1C=CC(P2(SP(C3C=CC(OC)=CC=3)(=S)S2)=[S:49])=CC=1. Product: [Cl:1][C:2]1[CH:3]=[CH:4][C:5]2[N:11]([CH2:12][C:13]3[CH:18]=[CH:17][C:16]([O:19][CH3:20])=[CH:15][C:14]=3[O:21][CH3:22])[C:10](=[S:49])[C@@H:9]([CH2:24][C:25]([O:27][CH2:28][CH3:29])=[O:26])[O:8][C@H:7]([C:30]3[CH:35]=[CH:34][CH:33]=[C:32]([O:36][CH3:37])[C:31]=3[Cl:38])[C:6]=2[CH:39]=1. The catalyst class is: 133. (2) Reactant: C([NH:8][C@H:9]1[CH2:14][CH2:13][N:12]([C:15]([O:17][C:18]([CH3:21])([CH3:20])[CH3:19])=[O:16])[CH2:11][C@H:10]1[F:22])C1C=CC=CC=1.Cl. Product: [NH2:8][C@@H:9]1[CH2:14][CH2:13][N:12]([C:15]([O:17][C:18]([CH3:20])([CH3:19])[CH3:21])=[O:16])[CH2:11][C@@H:10]1[F:22]. The catalyst class is: 50. (3) Reactant: CC1C=CC(S([O-])(=O)=O)=CC=1.[CH2:12]([O:14][C:15]([C@@:17]12[CH2:32][C@H:31]1[CH:30]=[CH:29][CH2:28][CH2:27][CH2:26][CH2:25][CH2:24][C@H:23]([NH3+:33])[C:22](=[O:34])[N:21]1[CH2:35][C@H:36]([O:38][C:39](=[O:49])[C:40]3[CH:45]=[CH:44][C:43]([N+:46]([O-:48])=[O:47])=[CH:42][CH:41]=3)[CH2:37][C@H:20]1[C:19](=[O:50])[NH:18]2)=[O:16])[CH3:13].[CH3:51][C:52]1[O:56][N:55]=[C:54]([C:57](O)=[O:58])[CH:53]=1.CN1C(=O)CCC1.C(N(C(C)C)CC)(C)C. Product: [CH3:51][C:52]1[O:56][N:55]=[C:54]([C:57]([NH:33][C@@H:23]2[C:22](=[O:34])[N:21]3[CH2:35][C@H:36]([O:38][C:39](=[O:49])[C:40]4[CH:41]=[CH:42][C:43]([N+:46]([O-:48])=[O:47])=[CH:44][CH:45]=4)[CH2:37][C@H:20]3[C:19](=[O:50])[NH:18][C@:17]3([C:15]([O:14][CH2:12][CH3:13])=[O:16])[CH2:32][C@H:31]3[CH:30]=[CH:29][CH2:28][CH2:27][CH2:26][CH2:25][CH2:24]2)=[O:58])[CH:53]=1. The catalyst class is: 25. (4) Reactant: Br[C:2]1[CH:12]=[CH:11][CH:10]=[C:4]2[C:5]([NH:7][C:8](=[O:9])[C:3]=12)=[O:6].[C:13]1(B(O)O)[CH:18]=[CH:17][CH:16]=[CH:15][CH:14]=1.C(=O)([O-])[O-:23].[Cs+].[Cs+].C(=O)(O)[O-].[Na+].[CH3:33][O:34][CH2:35][CH2:36]OC. Product: [CH3:33][O:34][C:35](=[O:23])[CH2:36][N:7]1[C:5](=[O:6])[C:4]2[C:3](=[CH:2][CH:12]=[C:11]([C:13]3[CH:18]=[CH:17][CH:16]=[CH:15][CH:14]=3)[CH:10]=2)[C:8]1=[O:9]. The catalyst class is: 73. (5) Reactant: C[O:2][C:3](=[O:26])[C:4]1[CH:9]=[C:8]([N+:10]([O-:12])=[O:11])[CH:7]=[C:6]([C:13]2[O:14][C:15]3[CH:21]=[CH:20][C:19]([C:22]([CH3:25])([CH3:24])[CH3:23])=[CH:18][C:16]=3[N:17]=2)[CH:5]=1.[OH-].[Na+].Cl. Product: [C:22]([C:19]1[CH:20]=[CH:21][C:15]2[O:14][C:13]([C:6]3[CH:5]=[C:4]([CH:9]=[C:8]([N+:10]([O-:12])=[O:11])[CH:7]=3)[C:3]([OH:26])=[O:2])=[N:17][C:16]=2[CH:18]=1)([CH3:25])([CH3:23])[CH3:24]. The catalyst class is: 12. (6) Reactant: [NH2:1][CH2:2][CH2:3][CH2:4][N:5]([CH3:34])[C@H:6]1[CH2:11][CH2:10][C@H:9]([C:12]([NH:14][C:15]2[C:19]3=[N:20][CH:21]=[CH:22][CH:23]=[C:18]3[O:17][C:16]=2[C:24]([NH:26][C:27]2[CH:32]=[CH:31][C:30]([Cl:33])=[CH:29][N:28]=2)=[O:25])=[O:13])[CH2:8][CH2:7]1.C(N(CC)CC)C.[C:42](Cl)(=[O:44])[CH3:43].C(=O)([O-])O.[Na+]. Product: [C:42]([NH:1][CH2:2][CH2:3][CH2:4][N:5]([CH3:34])[C@H:6]1[CH2:7][CH2:8][C@H:9]([C:12]([NH:14][C:15]2[C:19]3=[N:20][CH:21]=[CH:22][CH:23]=[C:18]3[O:17][C:16]=2[C:24]([NH:26][C:27]2[CH:32]=[CH:31][C:30]([Cl:33])=[CH:29][N:28]=2)=[O:25])=[O:13])[CH2:10][CH2:11]1)(=[O:44])[CH3:43]. The catalyst class is: 22.